This data is from Peptide-MHC class II binding affinity with 134,281 pairs from IEDB. The task is: Regression. Given a peptide amino acid sequence and an MHC pseudo amino acid sequence, predict their binding affinity value. This is MHC class II binding data. The peptide sequence is YDKFLANVSTVITGK. The MHC is DRB1_1101 with pseudo-sequence DRB1_1101. The binding affinity (normalized) is 0.571.